This data is from Reaction yield outcomes from USPTO patents with 853,638 reactions. The task is: Predict the reaction yield, written as a fraction of the theoretical maximum amount of product (1.0 means a 100% yield; for example, 0.34 means a 34% yield). (1) The reactants are O1CCCC1.[NH2:6][C:7]1[C:12]([C:13]2[O:17][N:16]=[C:15]([CH2:18][C:19]3[CH:24]=[CH:23][C:22]([OH:25])=[CH:21][CH:20]=3)[CH:14]=2)=[CH:11][CH:10]=[C:9]([NH2:26])[N:8]=1.[OH-].[Na+].[Cl:29][C:30]1[CH:31]=[CH:32][C:33]([CH2:36]Cl)=[N:34][CH:35]=1. The catalyst is CN(C)C=O. The product is [Cl:29][C:30]1[CH:31]=[CH:32][C:33]([CH2:36][O:25][C:22]2[CH:23]=[CH:24][C:19]([CH2:18][C:15]3[CH:14]=[C:13]([C:12]4[C:7]([NH2:6])=[N:8][C:9]([NH2:26])=[CH:10][CH:11]=4)[O:17][N:16]=3)=[CH:20][CH:21]=2)=[N:34][CH:35]=1. The yield is 0.890. (2) The reactants are [CH3:1][C:2]1[N:3]([C:7]2[CH:12]=[CH:11][C:10]([N+:13]([O-])=O)=[CH:9][CH:8]=2)[CH:4]=[CH:5][N:6]=1. The catalyst is CO.[Pd]. The product is [CH3:1][C:2]1[N:3]([C:7]2[CH:12]=[CH:11][C:10]([NH2:13])=[CH:9][CH:8]=2)[CH:4]=[CH:5][N:6]=1. The yield is 0.920. (3) The reactants are C(O)=O.C([O:6][C:7](=[O:36])[CH2:8][N:9]1[CH2:18][CH2:17][C:16]2[C:11](=[CH:12][CH:13]=[CH:14][C:15]=2[C:19]2[N:23]=[C:22]([C:24]3[CH:29]=[CH:28][C:27]([O:30][CH:31]([CH3:33])[CH3:32])=[C:26]([C:34]#[N:35])[CH:25]=3)[O:21][N:20]=2)[CH2:10]1)C.[Li+].[OH-].[ClH:39]. The catalyst is C1COCC1.CO.O. The product is [ClH:39].[C:34]([C:26]1[CH:25]=[C:24]([C:22]2[O:21][N:20]=[C:19]([C:15]3[CH:14]=[CH:13][CH:12]=[C:11]4[C:16]=3[CH2:17][CH2:18][N:9]([CH2:8][C:7]([OH:36])=[O:6])[CH2:10]4)[N:23]=2)[CH:29]=[CH:28][C:27]=1[O:30][CH:31]([CH3:33])[CH3:32])#[N:35]. The yield is 0.850. (4) The reactants are [C:1]([C:5]1[O:9][N:8]=[C:7]([NH:10][C:11](=[O:19])OC2C=CC=CC=2)[CH:6]=1)([CH3:4])([CH3:3])[CH3:2].[N:20]1[CH:25]=[C:24]([C:26]#[C:27][C:28]2[CH:29]=[C:30]([NH2:34])[CH:31]=[CH:32][CH:33]=2)[CH:23]=[N:22][CH:21]=1.C(N(CC)CC)C. The catalyst is C1COCC1. The product is [C:1]([C:5]1[O:9][N:8]=[C:7]([NH:10][C:11]([NH:34][C:30]2[CH:31]=[CH:32][CH:33]=[C:28]([C:27]#[C:26][C:24]3[CH:23]=[N:22][CH:21]=[N:20][CH:25]=3)[CH:29]=2)=[O:19])[CH:6]=1)([CH3:2])([CH3:3])[CH3:4]. The yield is 0.650. (5) The reactants are [N+:1]([C:4]1[CH:5]=[CH:6][C:7]([C:10]2[CH:15]=[CH:14][C:13]([C:16]([F:19])([F:18])[F:17])=[CH:12][CH:11]=2)=[N:8][CH:9]=1)([O-])=O.[H][H]. The catalyst is C(O)C.O1CCCC1.[Pd]. The product is [F:19][C:16]([F:17])([F:18])[C:13]1[CH:12]=[CH:11][C:10]([C:7]2[N:8]=[CH:9][C:4]([NH2:1])=[CH:5][CH:6]=2)=[CH:15][CH:14]=1. The yield is 0.950. (6) The reactants are [NH2:1][C:2]1[C:3]([N+:20]([O-])=O)=[C:4]([C:14]2[CH:19]=[CH:18][CH:17]=[CH:16][CH:15]=2)[CH:5]=[C:6]([O:12]C)[C:7]=1[C:8]([O:10]C)=[O:9].[CH:23]([CH:25]=O)=O.B(Br)(Br)Br. The catalyst is C(OCC)(=O)C.[Pd]. The product is [OH:12][C:6]1[CH:5]=[C:4]([C:14]2[CH:19]=[CH:18][CH:17]=[CH:16][CH:15]=2)[C:3]2[N:20]=[CH:25][CH:23]=[N:1][C:2]=2[C:7]=1[C:8]([OH:10])=[O:9]. The yield is 0.407. (7) The reactants are [CH:1]1([S:4](Cl)(=[O:6])=[O:5])[CH2:3][CH2:2]1.N1C=CC=CC=1.[CH2:14]([OH:18])[CH2:15][CH2:16][CH3:17]. No catalyst specified. The product is [CH:1]1([S:4]([O:18][CH2:14][CH2:15][CH2:16][CH3:17])(=[O:6])=[O:5])[CH2:3][CH2:2]1. The yield is 0.710.